From a dataset of Catalyst prediction with 721,799 reactions and 888 catalyst types from USPTO. Predict which catalyst facilitates the given reaction. (1) Reactant: Cl.[CH3:2][N:3]([CH2:25][CH:26]1[CH2:31][CH2:30][NH:29][CH2:28][CH2:27]1)[C:4](=[O:24])/[CH:5]=[CH:6]/[C:7]1[CH:12]=[CH:11][C:10]([C:13]([F:16])([F:15])[F:14])=[CH:9][C:8]=1[CH2:17][N:18]1[N:22]=[N:21][C:20]([CH3:23])=[N:19]1.C(N(CC)CC)C.[CH:39]1([S:42](Cl)(=[O:44])=[O:43])[CH2:41][CH2:40]1. Product: [CH:39]1([S:42]([N:29]2[CH2:30][CH2:31][CH:26]([CH2:25][N:3]([CH3:2])[C:4](=[O:24])/[CH:5]=[CH:6]/[C:7]3[CH:12]=[CH:11][C:10]([C:13]([F:16])([F:15])[F:14])=[CH:9][C:8]=3[CH2:17][N:18]3[N:22]=[N:21][C:20]([CH3:23])=[N:19]3)[CH2:27][CH2:28]2)(=[O:44])=[O:43])[CH2:41][CH2:40]1. The catalyst class is: 2. (2) Reactant: [NH2:1][C:2]1[C:7]2[C:8]([C:11]3[CH:12]=[C:13]4[C:17](=[CH:18][CH:19]=3)[N:16]([C:20](=[O:28])[CH2:21][C:22]3[CH:27]=[CH:26][CH:25]=[CH:24][CH:23]=3)[CH2:15][CH2:14]4)=[CH:9][S:10][C:6]=2[C:5]([C:29]2[CH2:30][CH2:31][N:32]([C:35]([O:37][C:38]([CH3:41])([CH3:40])[CH3:39])=[O:36])[CH2:33][CH:34]=2)=[CH:4][N:3]=1.CC1C=C2N=C3C(=NC(NC3=O)=O)N(C[C@H](O)[C@H](O)[C@H](O)CO)C2=CC=1C.O.O1CCCC1. Product: [NH2:1][C:2]1[C:7]2[C:8]([C:11]3[CH:12]=[C:13]4[C:17](=[CH:18][CH:19]=3)[N:16]([C:20](=[O:28])[CH2:21][C:22]3[CH:27]=[CH:26][CH:25]=[CH:24][CH:23]=3)[CH2:15][CH2:14]4)=[CH:9][S:10][C:6]=2[C:5]([CH:29]2[CH2:30][CH2:31][N:32]([C:35]([O:37][C:38]([CH3:41])([CH3:40])[CH3:39])=[O:36])[CH2:33][CH2:34]2)=[CH:4][N:3]=1. The catalyst class is: 29. (3) Reactant: [C:1]([C:3]1[C:4]([NH:30][CH2:31][CH2:32][O:33][CH3:34])=[CH:5][C:6]([NH:9][C:10]([N:12]2[C:21]3[C:16](=[CH:17][C:18]([CH2:27][NH:28][CH3:29])=[C:19]([CH:22]([O:25][CH3:26])[O:23][CH3:24])[N:20]=3)[CH2:15][CH2:14][CH2:13]2)=[O:11])=[N:7][CH:8]=1)#[N:2].CCN(CC)CC.[CH3:42][O:43][CH2:44][C:45](Cl)=[O:46]. Product: [C:1]([C:3]1[C:4]([NH:30][CH2:31][CH2:32][O:33][CH3:34])=[CH:5][C:6]([NH:9][C:10]([N:12]2[C:21]3[C:16](=[CH:17][C:18]([CH2:27][N:28]([CH3:29])[C:45](=[O:46])[CH2:44][O:43][CH3:42])=[C:19]([CH:22]([O:25][CH3:26])[O:23][CH3:24])[N:20]=3)[CH2:15][CH2:14][CH2:13]2)=[O:11])=[N:7][CH:8]=1)#[N:2]. The catalyst class is: 326. (4) Reactant: [OH:1][C:2]1[C:3]([O:20][CH3:21])=[C:4]([C:10]2[CH:18]=[CH:17][CH:16]=[C:15]3[C:11]=2[CH2:12][CH2:13][C:14]3=[O:19])[CH:5]=[CH:6][C:7]=1[O:8][CH3:9].C(=O)([O-])[O-].[K+].[K+].Br[CH2:29][C:30]1([CH3:34])[CH2:33][O:32][CH2:31]1. Product: [CH3:21][O:20][C:3]1[C:2]([O:1][CH2:29][C:30]2([CH3:34])[CH2:33][O:32][CH2:31]2)=[C:7]([O:8][CH3:9])[CH:6]=[CH:5][C:4]=1[C:10]1[CH:18]=[CH:17][CH:16]=[C:15]2[C:11]=1[CH2:12][CH2:13][C:14]2=[O:19]. The catalyst class is: 10. (5) Product: [CH3:13][O:12][C:9]1[CH:10]=[C:11]2[C:6](=[CH:7][C:8]=1[NH:14][CH2:15][CH2:16][N:17]1[CH2:22][CH2:21][O:20][CH2:19][CH2:18]1)[N:5]=[CH:4][CH:3]=[C:2]2[O:23][C:24]1[C:25]([CH3:37])=[N:26][C:27]2[C:32]([CH:33]=1)=[CH:31][CH:30]=[CH:29][CH:28]=2. The catalyst class is: 420. Reactant: Cl[C:2]1[C:11]2[C:6](=[CH:7][C:8]([NH:14][CH2:15][CH2:16][N:17]3[CH2:22][CH2:21][O:20][CH2:19][CH2:18]3)=[C:9]([O:12][CH3:13])[CH:10]=2)[N:5]=[CH:4][CH:3]=1.[OH:23][C:24]1[C:25]([CH3:37])=[N:26][C:27]2[C:32]([C:33]=1C(O)=O)=[CH:31][CH:30]=[CH:29][CH:28]=2. (6) Reactant: [CH2:1]([C:8]1[CH:13]=[CH:12][N:11]=[CH:10][CH:9]=1)[C:2]1[CH:7]=[CH:6][CH:5]=[CH:4][CH:3]=1.C[Si](C)(C)[N-][Si](C)(C)C.[Li+].[CH3:24][O:25][C:26]([C:28]1([CH3:39])[O:33][CH2:32][CH:31]([CH2:34][CH2:35][CH2:36][CH2:37]I)[CH2:30][O:29]1)=[O:27]. Product: [CH3:24][O:25][C:26]([C:28]1([CH3:39])[O:29][CH2:30][CH:31]([CH2:34][CH2:35][CH2:36][CH2:37][CH:1]([C:2]2[CH:3]=[CH:4][CH:5]=[CH:6][CH:7]=2)[C:8]2[CH:13]=[CH:12][N:11]=[CH:10][CH:9]=2)[CH2:32][O:33]1)=[O:27]. The catalyst class is: 7.